This data is from Full USPTO retrosynthesis dataset with 1.9M reactions from patents (1976-2016). The task is: Predict the reactants needed to synthesize the given product. (1) The reactants are: [F:1][C:2]([F:24])([F:23])[C:3]1[CH:4]=[C:5]([C:13]([O-])=[CH:14][C:15](=O)[C:16]([O:18][CH2:19][CH3:20])=[O:17])[CH:6]=[C:7]([C:9]([F:12])([F:11])[F:10])[CH:8]=1.[Li+].Cl.[Cl:27][C:28]1[CH:29]=[C:30]([NH:34][NH2:35])[CH:31]=[CH:32][CH:33]=1.ClC1C=C(N2C(C3C=C(F)C=C(Cl)C=3)=CC(C(OCC)=O)=N2)C=CC=1F. Given the product [F:10][C:9]([F:11])([F:12])[C:7]1[CH:6]=[C:5]([C:13]2[N:34]([C:30]3[CH:31]=[CH:32][CH:33]=[C:28]([Cl:27])[CH:29]=3)[N:35]=[C:15]([C:16]([O:18][CH2:19][CH3:20])=[O:17])[CH:14]=2)[CH:4]=[C:3]([C:2]([F:1])([F:24])[F:23])[CH:8]=1, predict the reactants needed to synthesize it. (2) Given the product [OH:9][CH2:10][CH2:11][CH2:12][CH2:13][C:14]1[S:15][C:16]([NH:19][C:20](=[O:33])[CH2:21][C:22]2[CH:27]=[CH:26][CH:25]=[C:24]([O:28][C:29]([F:31])([F:32])[F:30])[CH:23]=2)=[N:17][N:18]=1, predict the reactants needed to synthesize it. The reactants are: C([O:9][CH2:10][CH2:11][CH2:12][CH2:13][C:14]1[S:15][C:16]([NH:19][C:20](=[O:33])[CH2:21][C:22]2[CH:27]=[CH:26][CH:25]=[C:24]([O:28][C:29]([F:32])([F:31])[F:30])[CH:23]=2)=[N:17][N:18]=1)(=O)C1C=CC=CC=1.[Li+].[OH-]. (3) Given the product [CH3:19][O:18][C:15]1[CH:16]=[CH:17][C:12]([C:10]([C:7]2[C:6]3[C:20](=[O:23])[C:2](=[O:1])[CH:3]=[CH:4][C:5]=3[O:9][CH:8]=2)=[O:11])=[CH:13][CH:14]=1, predict the reactants needed to synthesize it. The reactants are: [OH:1][C:2]1[CH:3]=[CH:4][C:5]2[O:9][CH:8]=[C:7]([C:10]([C:12]3[CH:17]=[CH:16][C:15]([O:18][CH3:19])=[CH:14][CH:13]=3)=[O:11])[C:6]=2[CH:20]=1.CC(OI1(OC(C)=O)(OC(C)=O)OC(=O)C2C=CC=CC1=2)=[O:23].C(Cl)(Cl)Cl.CO. (4) Given the product [CH:15]([NH:18][CH:2]1[CH2:7][CH2:6][N:5]([C:8]([O:10][C:11]([CH3:14])([CH3:13])[CH3:12])=[O:9])[CH2:4][CH2:3]1)([CH3:17])[CH3:16], predict the reactants needed to synthesize it. The reactants are: O=[C:2]1[CH2:7][CH2:6][N:5]([C:8]([O:10][C:11]([CH3:14])([CH3:13])[CH3:12])=[O:9])[CH2:4][CH2:3]1.[CH:15]([NH2:18])([CH3:17])[CH3:16].C(O)(=O)C.C([BH3-])#N.[Na+]. (5) The reactants are: Cl.[NH2:2][C@H:3]([CH2:10][C:11]1[CH:16]=[CH:15][C:14]([C:17]2[CH:22]=[CH:21][CH:20]=[C:19]([Cl:23])[CH:18]=2)=[CH:13][CH:12]=1)[CH2:4][C:5]([O:7][CH2:8][CH3:9])=[O:6].COC1C=CC(C[N:31]2[N:35]=[N:34][C:33]([C:36](Cl)=[O:37])=[N:32]2)=CC=1.C(O)(C(F)(F)F)=O. Given the product [CH2:8]([O:7][C:5](=[O:6])[CH2:4][C@H:3]([NH:2][C:36]([C:33]1[N:32]=[N:31][NH:35][N:34]=1)=[O:37])[CH2:10][C:11]1[CH:16]=[CH:15][C:14]([C:17]2[CH:22]=[CH:21][CH:20]=[C:19]([Cl:23])[CH:18]=2)=[CH:13][CH:12]=1)[CH3:9], predict the reactants needed to synthesize it. (6) Given the product [Br:28][C:15]1[N:10]2[N:9]=[C:8]([C:5]3[CH:6]=[CH:7][C:2]([F:1])=[CH:3][CH:4]=3)[C:16]([C:17]3[CH:18]=[CH:19][N:20]=[CH:21][CH:22]=3)=[C:11]2[CH:12]=[CH:13][CH:14]=1, predict the reactants needed to synthesize it. The reactants are: [F:1][C:2]1[CH:7]=[CH:6][C:5]([C:8]2[C:16]([C:17]3[CH:22]=[CH:21][N:20]=[CH:19][CH:18]=3)=[C:11]3[CH:12]=[CH:13][CH:14]=[CH:15][N:10]3[N:9]=2)=[CH:4][CH:3]=1.C([Li])CCC.[Br:28]N1C(=O)CCC1=O.